This data is from Full USPTO retrosynthesis dataset with 1.9M reactions from patents (1976-2016). The task is: Predict the reactants needed to synthesize the given product. (1) Given the product [Cl:1][C:2]1[N:3]=[N:4][C:5]([O:15][C:9]2[CH:14]=[CH:13][CH:12]=[CH:11][CH:10]=2)=[CH:6][CH:7]=1, predict the reactants needed to synthesize it. The reactants are: [Cl:1][C:2]1[N:3]=[N:4][C:5](Cl)=[CH:6][CH:7]=1.[C:9]1([OH:15])[CH:14]=[CH:13][CH:12]=[CH:11][CH:10]=1. (2) Given the product [CH3:17][C@@H:13]1[CH2:14][CH2:15][CH2:16][N:12]1[CH2:11][CH2:10][C:8]1[O:9][C:5]2[CH:4]=[CH:3][C:2]([Sn:28]([CH2:29][CH2:30][CH2:31][CH3:32])([CH2:33][CH2:34][CH2:35][CH3:36])[CH2:24][CH2:25][CH2:26][CH3:27])=[CH:18][C:6]=2[CH:7]=1, predict the reactants needed to synthesize it. The reactants are: Br[C:2]1[CH:3]=[CH:4][C:5]2[O:9][C:8]([CH2:10][CH2:11][N:12]3[CH2:16][CH2:15][CH2:14][C@H:13]3[CH3:17])=[CH:7][C:6]=2[CH:18]=1.C([Li])(C)(C)C.[CH2:24]([Sn:28](Cl)([CH2:33][CH2:34][CH2:35][CH3:36])[CH2:29][CH2:30][CH2:31][CH3:32])[CH2:25][CH2:26][CH3:27]. (3) Given the product [Cl:8][C:5]1[CH:6]=[CH:7][C:2]2[NH:1][C:13](=[O:15])[NH:11][C:9](=[O:10])[C:3]=2[N:4]=1, predict the reactants needed to synthesize it. The reactants are: [NH2:1][C:2]1[C:3]([C:9]([NH2:11])=[O:10])=[N:4][C:5]([Cl:8])=[CH:6][CH:7]=1.Cl[C:13](Cl)([O:15]C(=O)OC(Cl)(Cl)Cl)Cl.O. (4) Given the product [Si:1]([O:8][C:9]1[CH:14]=[CH:13][C:12]([C:15](=[O:37])[CH:16]([CH3:41])[C:17](=[O:36])[CH:18]=[CH:19][C:20]2[CH:25]=[CH:24][C:23]([O:26][Si:27]([C:30]([CH3:31])([CH3:32])[CH3:33])([CH3:28])[CH3:29])=[C:22]([O:34][CH3:35])[CH:21]=2)=[CH:11][C:10]=1[O:38][CH3:39])([C:4]([CH3:5])([CH3:7])[CH3:6])([CH3:3])[CH3:2], predict the reactants needed to synthesize it. The reactants are: [Si:1]([O:8][C:9]1[CH:14]=[CH:13][C:12]([C:15](=[O:37])[CH2:16][C:17](=[O:36])/[CH:18]=[CH:19]/[C:20]2[CH:25]=[CH:24][C:23]([O:26][Si:27]([C:30]([CH3:33])([CH3:32])[CH3:31])([CH3:29])[CH3:28])=[C:22]([O:34][CH3:35])[CH:21]=2)=[CH:11][C:10]=1[O:38][CH3:39])([C:4]([CH3:7])([CH3:6])[CH3:5])([CH3:3])[CH3:2].[Na].[CH3:41]I. (5) Given the product [CH3:17][C:2]1[CH:3]=[CH:4][C:5]2[S:6][C:7]3[C:12](=[CH:11][CH:10]=[CH:9][CH:8]=3)[C:13](=[O:15])[C:14]=2[CH:1]=1, predict the reactants needed to synthesize it. The reactants are: [CH:1]1[C:14]2[C:13](=[O:15])[C:12]3[C:7](=[CH:8][CH:9]=[CH:10][CH:11]=3)[S:6][C:5]=2[CH:4]=[CH:3][CH:2]=1.[Na].[C:17]1(C)C(C)=CC=CC=1. (6) Given the product [CH3:1][O:2][CH2:3][CH2:4][O:5][CH2:6][CH2:7][O:8][C:9]1[CH:10]=[CH:11][C:12]([CH2:13][OH:14])=[CH:18][CH:19]=1, predict the reactants needed to synthesize it. The reactants are: [CH3:1][O:2][CH2:3][CH2:4][O:5][CH2:6][CH2:7][O:8][C:9]1[CH:19]=[CH:18][C:12]([C:13](OCC)=[O:14])=[CH:11][CH:10]=1.[H-].[Al+3].[Li+].[H-].[H-].[H-].O.[OH-].[Na+]. (7) Given the product [C:36]([CH2:37][NH:38][C:3](=[O:4])[CH:2]([OH:1])[C:6]1[CH:7]=[C:8]2[C:25](=[CH:26][CH:27]=1)[C:12]1=[N:13][O:14][C:15]([C:16]3[CH:17]=[CH:18][C:19]([CH2:22][CH2:23][CH3:24])=[CH:20][CH:21]=3)=[C:11]1[CH2:10][CH2:9]2)#[N:35], predict the reactants needed to synthesize it. The reactants are: [OH:1][CH:2]([C:6]1[CH:7]=[C:8]2[C:25](=[CH:26][CH:27]=1)[C:12]1=[N:13][O:14][C:15]([C:16]3[CH:21]=[CH:20][C:19]([CH2:22][CH2:23][CH3:24])=[CH:18][CH:17]=3)=[C:11]1[CH2:10][CH2:9]2)[C:3](O)=[O:4].CN1CCOCC1.[NH2:35][CH2:36][C:37]#[N:38].F[P-](F)(F)(F)(F)F.N1(O[P+](N(C)C)(N(C)C)N(C)C)C2C=CC=CC=2N=N1. (8) Given the product [CH3:1][CH2:2][C@H:3]([CH2:5][CH2:6][CH2:7][CH2:8][C:9]([NH:11][C@H:12]([C:16]([NH:18][C@H:19]([C:20]([NH:21][C@H:22]([C:26]([NH:28][C@@H:29]1[C:57](=[O:58])[NH:56][C@@H:55]([CH2:59][CH2:60][NH2:61])[C:53](=[O:54])[NH:52][C@H:51]([CH2:62][CH:63]([CH3:65])[CH3:64])[C:49](=[O:50])[NH:48][C@@H:47]([CH2:66][CH:67]([CH3:69])[CH3:68])[C:45](=[O:46])[NH:44][C@@H:43]([CH2:70][CH2:71][NH2:72])[C:41](=[O:42])[NH:40][C@@H:39]([CH2:73][CH2:74][NH2:75])[C:37](=[O:38])[NH:36][C@@H:35]([C@H:76]([OH:78])[CH3:77])[C:33](=[O:34])[NH:32][CH2:31][CH2:30]1)=[O:27])[CH2:23][CH2:24][NH2:25])=[O:86])[C@H:79]([OH:81])[CH3:80])=[O:17])[CH2:13][CH2:14][NH2:15])=[O:10])[CH3:4], predict the reactants needed to synthesize it. The reactants are: [CH3:1][CH2:2][CH:3]([CH2:5][CH2:6][CH2:7][CH2:8][C:9]([NH:11][C@H:12]([C:16]([NH:18][C@H:19]([C@H:79]([OH:81])[CH3:80])[CH2:20][NH:21][C@H:22]([C:26]([NH:28][C@@H:29]1[C:57](=[O:58])[NH:56][C@@H:55]([CH2:59][CH2:60][NH2:61])[C:53](=[O:54])[NH:52][C@H:51]([CH2:62][CH:63]([CH3:65])[CH3:64])[C:49](=[O:50])[NH:48][C@@H:47]([CH2:66][CH:67]([CH3:69])[CH3:68])[C:45](=[O:46])[NH:44][C@@H:43]([CH2:70][CH2:71][NH2:72])[C:41](=[O:42])[NH:40][C@@H:39]([CH2:73][CH2:74][NH2:75])[C:37](=[O:38])[NH:36][C@@H:35]([C@H:76]([OH:78])[CH3:77])[C:33](=[O:34])[NH:32][CH2:31][CH2:30]1)=[O:27])[CH2:23][CH2:24][NH2:25])=[O:17])[CH2:13][CH2:14][NH2:15])=[O:10])[CH3:4].C[C@@H](O)[C@@H]1NC(=O)[C@H](CCN)NC(=O)[C@H](CCN)NC(=O)[C@H](CC(C)C)NC(=O)[C@@H](CC(C)C)NC(=O)[C@H](CCN)NC(=O)[C@@H](NC([C@@H](NC[C@H](NC([C@@H](NC(CCCCC(C)C)=O)CCN)=O)[C@H](O)C)CCN)=O)CCNC1=[O:86].C([O-])(=O)C.N. (9) Given the product [C:1]([O:5][C:6](=[O:19])[C:7]([S:10][C:11]1[S:12][CH:13]=[C:14]([CH2:16][CH2:17][O:18][C:24]2[N:23]=[N:22][C:21]([Cl:20])=[CH:26][CH:25]=2)[N:15]=1)([CH3:9])[CH3:8])([CH3:2])([CH3:4])[CH3:3], predict the reactants needed to synthesize it. The reactants are: [C:1]([O:5][C:6](=[O:19])[C:7]([S:10][C:11]1[S:12][CH:13]=[C:14]([CH2:16][CH2:17][OH:18])[N:15]=1)([CH3:9])[CH3:8])([CH3:4])([CH3:3])[CH3:2].[Cl:20][C:21]1[N:22]=[N:23][C:24](Cl)=[CH:25][CH:26]=1.CC(C)([O-])C.[K+].O.